Dataset: Reaction yield outcomes from USPTO patents with 853,638 reactions. Task: Predict the reaction yield, written as a fraction of the theoretical maximum amount of product (1.0 means a 100% yield; for example, 0.34 means a 34% yield). The reactants are [Br:1][C:2]1[CH:7]=[C:6]([F:8])[CH:5]=[CH:4][C:3]=1[CH:9]1[C:14]([C:15]([O:17][CH2:18][CH3:19])=[O:16])=[C:13]([CH2:20]Br)[NH:12][C:11]([C:22]2[S:23][CH:24]=[CH:25][N:26]=2)=[N:10]1.[NH:27]1[CH2:32][CH2:31][O:30][CH:29]([CH2:33][CH2:34][C:35]([NH2:37])=[O:36])[CH2:28]1. No catalyst specified. The product is [NH2:37][C:35](=[O:36])[CH2:34][CH2:33][CH:29]1[CH2:28][N:27]([CH2:20][C:13]2[NH:12][C:11]([C:22]3[S:23][CH:24]=[CH:25][N:26]=3)=[N:10][CH:9]([C:3]3[CH:4]=[CH:5][C:6]([F:8])=[CH:7][C:2]=3[Br:1])[C:14]=2[C:15]([O:17][CH2:18][CH3:19])=[O:16])[CH2:32][CH2:31][O:30]1. The yield is 0.860.